This data is from NCI-60 drug combinations with 297,098 pairs across 59 cell lines. The task is: Regression. Given two drug SMILES strings and cell line genomic features, predict the synergy score measuring deviation from expected non-interaction effect. (1) Drug 1: CC12CCC3C(C1CCC2O)C(CC4=C3C=CC(=C4)O)CCCCCCCCCS(=O)CCCC(C(F)(F)F)(F)F. Drug 2: CCC1(C2=C(COC1=O)C(=O)N3CC4=CC5=C(C=CC(=C5CN(C)C)O)N=C4C3=C2)O.Cl. Cell line: CCRF-CEM. Synergy scores: CSS=47.8, Synergy_ZIP=7.33, Synergy_Bliss=6.02, Synergy_Loewe=-26.7, Synergy_HSA=-3.56. (2) Drug 1: CC1=C(C(CCC1)(C)C)C=CC(=CC=CC(=CC(=O)O)C)C. Drug 2: C1=CC=C(C(=C1)C(C2=CC=C(C=C2)Cl)C(Cl)Cl)Cl. Cell line: 786-0. Synergy scores: CSS=-2.33, Synergy_ZIP=-0.114, Synergy_Bliss=-1.37, Synergy_Loewe=-3.06, Synergy_HSA=-2.53. (3) Cell line: RPMI-8226. Drug 1: C1=NC2=C(N1)C(=S)N=CN2. Drug 2: CN(CCCl)CCCl.Cl. Synergy scores: CSS=42.5, Synergy_ZIP=-4.86, Synergy_Bliss=-5.00, Synergy_Loewe=-7.30, Synergy_HSA=-3.45.